This data is from Catalyst prediction with 721,799 reactions and 888 catalyst types from USPTO. The task is: Predict which catalyst facilitates the given reaction. (1) Reactant: [NH2:1][CH2:2][CH2:3][N:4]1[C:12]2[C:11]([NH:13][C:14]3[CH:33]=[CH:32][C:17]([O:18][C:19]4[CH:20]=[CH:21][C:22]([F:31])=[C:23]([CH:30]=4)[C:24]([NH:26][CH:27]4[CH2:29][CH2:28]4)=[O:25])=[C:16]([Cl:34])[CH:15]=3)=[N:10][CH:9]=[N:8][C:7]=2[CH:6]=[CH:5]1.[C:35](O)(=[O:37])[CH3:36].Cl.C(N=C=NCCCN(C)C)C.ON1C2C=CC=CC=2N=N1. Product: [C:35]([NH:1][CH2:2][CH2:3][N:4]1[C:12]2[C:11]([NH:13][C:14]3[CH:33]=[CH:32][C:17]([O:18][C:19]4[CH:20]=[CH:21][C:22]([F:31])=[C:23]([CH:30]=4)[C:24]([NH:26][CH:27]4[CH2:28][CH2:29]4)=[O:25])=[C:16]([Cl:34])[CH:15]=3)=[N:10][CH:9]=[N:8][C:7]=2[CH:6]=[CH:5]1)(=[O:37])[CH3:36]. The catalyst class is: 289. (2) Reactant: [N:1]1[CH:6]=[CH:5][CH:4]=[CH:3][C:2]=1[CH2:7][OH:8].C(N(CC)CC)C.[CH3:16][S:17](Cl)(=[O:19])=[O:18]. The catalyst class is: 2. Product: [CH3:16][S:17]([O:8][CH2:7][C:2]1[CH:3]=[CH:4][CH:5]=[CH:6][N:1]=1)(=[O:19])=[O:18]. (3) Reactant: [CH3:1][O:2][C:3]1[CH:4]=[C:5]2[C:10](=[CH:11][CH:12]=1)[C:9]([O:13][C:14]1[CH:19]=[CH:18][C:17]([O:20][CH2:21][CH2:22][N:23]3[CH2:28][CH2:27][CH2:26][CH2:25][CH2:24]3)=[CH:16][CH:15]=1)=[C:8]([C:29]1[CH:30]=[C:31]([C:35]([N:37]3[CH2:42][CH2:41][O:40][CH2:39][CH2:38]3)=[O:36])[CH:32]=[CH:33][CH:34]=1)[CH:7]=[CH:6]2.[ClH:43].C(OCC)C. Product: [ClH:43].[CH3:1][O:2][C:3]1[CH:4]=[C:5]2[C:10](=[CH:11][CH:12]=1)[C:9]([O:13][C:14]1[CH:19]=[CH:18][C:17]([O:20][CH2:21][CH2:22][N:23]3[CH2:24][CH2:25][CH2:26][CH2:27][CH2:28]3)=[CH:16][CH:15]=1)=[C:8]([C:29]1[CH:30]=[C:31]([C:35]([N:37]3[CH2:38][CH2:39][O:40][CH2:41][CH2:42]3)=[O:36])[CH:32]=[CH:33][CH:34]=1)[CH:7]=[CH:6]2. The catalyst class is: 4.